Dataset: Forward reaction prediction with 1.9M reactions from USPTO patents (1976-2016). Task: Predict the product of the given reaction. (1) Given the reactants C(OC([NH:8][CH:9]([CH2:13][C:14]1[CH:19]=[CH:18][CH:17]=[CH:16][C:15]=1[O:20][CH2:21][CH2:22][CH2:23][CH2:24][CH2:25][O:26][C:27]1[CH:32]=[C:31]([C:33]2[CH:38]=[CH:37][CH:36]=[CH:35][CH:34]=2)[CH:30]=[C:29]([C:39]2[CH:44]=[CH:43][CH:42]=[CH:41][CH:40]=2)[N:28]=1)[C:10]([OH:12])=[O:11])=O)(C)(C)C.FC(F)(F)C(O)=O.C(#N)C.O, predict the reaction product. The product is: [NH2:8][CH:9]([CH2:13][C:14]1[CH:19]=[CH:18][CH:17]=[CH:16][C:15]=1[O:20][CH2:21][CH2:22][CH2:23][CH2:24][CH2:25][O:26][C:27]1[CH:32]=[C:31]([C:33]2[CH:34]=[CH:35][CH:36]=[CH:37][CH:38]=2)[CH:30]=[C:29]([C:39]2[CH:44]=[CH:43][CH:42]=[CH:41][CH:40]=2)[N:28]=1)[C:10]([OH:12])=[O:11]. (2) Given the reactants C([O:3][C:4](=O)[C:5]1[CH:10]=[CH:9][C:8]([Br:11])=[CH:7][CH:6]=1)C.O.[NH2:14][NH2:15], predict the reaction product. The product is: [Br:11][C:8]1[CH:9]=[CH:10][C:5]([C:4]([NH:14][NH2:15])=[O:3])=[CH:6][CH:7]=1.